Predict the reaction yield, written as a fraction of the theoretical maximum amount of product (1.0 means a 100% yield; for example, 0.34 means a 34% yield). From a dataset of Reaction yield outcomes from USPTO patents with 853,638 reactions. The reactants are [Br:1][C:2]1[N:3]=[C:4](S(C)(=O)=O)[C:5]2[N:6]([C:8]([I:11])=[CH:9][N:10]=2)[CH:7]=1.[CH2:16]([NH2:20])[CH:17]([CH3:19])[CH3:18].O. The catalyst is CN1CCCC1=O. The product is [Br:1][C:2]1[N:3]=[C:4]([NH:20][CH2:16][CH:17]([CH3:19])[CH3:18])[C:5]2[N:6]([C:8]([I:11])=[CH:9][N:10]=2)[CH:7]=1. The yield is 0.780.